From a dataset of Forward reaction prediction with 1.9M reactions from USPTO patents (1976-2016). Predict the product of the given reaction. (1) Given the reactants Br[CH2:2][CH2:3][CH2:4][C:5]([C:11]1[CH:12]=[C:13]([CH:18]=[CH:19][CH:20]=1)[C:14]([O:16][CH3:17])=[O:15])([C:9]#[N:10])[CH:6]([CH3:8])[CH3:7].[CH3:21][NH:22][CH2:23][CH2:24][C:25]1[CH:34]=[CH:33][C:28]([C:29]([O:31][CH3:32])=[O:30])=[CH:27][CH:26]=1, predict the reaction product. The product is: [C:9]([C:5]([C:11]1[CH:12]=[C:13]([CH:18]=[CH:19][CH:20]=1)[C:14]([O:16][CH3:17])=[O:15])([CH2:4][CH2:3][CH2:2][N:22]([CH2:23][CH2:24][C:25]1[CH:34]=[CH:33][C:28]([C:29]([O:31][CH3:32])=[O:30])=[CH:27][CH:26]=1)[CH3:21])[CH:6]([CH3:8])[CH3:7])#[N:10]. (2) Given the reactants [Cl:1][C:2]1[CH:7]=[CH:6][C:5]([N:8](CC2C=CC(OC)=CC=2)[C:9]([C:11]2[S:15][C:14]([NH:16][C:17]3[CH:22]=[CH:21][C:20](/[CH:23]=[CH:24]/[S:25]([C:28]4[CH:33]=[CH:32][CH:31]=[CH:30][CH:29]=4)(=[O:27])=[O:26])=[CH:19][CH:18]=3)=[N:13][CH:12]=2)=[O:10])=[CH:4][CH:3]=1.O.C(C1C(=O)C(Cl)=C(Cl)C(=O)C=1C#N)#N, predict the reaction product. The product is: [Cl:1][C:2]1[CH:7]=[CH:6][C:5]([NH:8][C:9]([C:11]2[S:15][C:14]([NH:16][C:17]3[CH:22]=[CH:21][C:20](/[CH:23]=[CH:24]/[S:25]([C:28]4[CH:29]=[CH:30][CH:31]=[CH:32][CH:33]=4)(=[O:27])=[O:26])=[CH:19][CH:18]=3)=[N:13][CH:12]=2)=[O:10])=[CH:4][CH:3]=1.